This data is from Retrosynthesis with 50K atom-mapped reactions and 10 reaction types from USPTO. The task is: Predict the reactants needed to synthesize the given product. (1) Given the product NC[C@H]1CN(c2ccc(C3CCN(C(=O)CO)CC3)c(F)c2)C(=O)O1, predict the reactants needed to synthesize it. The reactants are: CC(C)(C)OC(=O)NC[C@H]1CN(c2ccc(C3CCN(C(=O)CO)CC3)c(F)c2)C(=O)O1. (2) Given the product C=Cc1ccc(C[N+](C)(C)CCCCCCCCCCCC)cc1, predict the reactants needed to synthesize it. The reactants are: C=Cc1ccc(CCl)cc1.CCCCCCCCCCCCN(C)C.